From a dataset of Full USPTO retrosynthesis dataset with 1.9M reactions from patents (1976-2016). Predict the reactants needed to synthesize the given product. Given the product [Cl:1][C:2]1[C:29]([F:30])=[CH:28][CH:27]=[C:26]([F:31])[C:3]=1[C:4]([NH:6][CH2:7][C:8]1([CH:19]2[CH2:24][CH2:23][CH2:22][CH2:21][N:20]2[CH3:25])[CH2:9][NH:10][CH2:11]1)=[O:5], predict the reactants needed to synthesize it. The reactants are: [Cl:1][C:2]1[C:29]([F:30])=[CH:28][CH:27]=[C:26]([F:31])[C:3]=1[C:4]([NH:6][CH2:7][C:8]1([CH:19]2[CH2:24][CH2:23][CH2:22][CH2:21][N:20]2[CH3:25])[CH2:11][N:10](C(OC(C)(C)C)=O)[CH2:9]1)=[O:5].FC(F)(F)C(O)=O.